From a dataset of Full USPTO retrosynthesis dataset with 1.9M reactions from patents (1976-2016). Predict the reactants needed to synthesize the given product. (1) Given the product [NH2:9][C@H:10]([C:16]1[CH:21]=[CH:20][CH:19]=[CH:18][CH:17]=1)[CH2:11][C:12]([OH:14])=[O:13], predict the reactants needed to synthesize it. The reactants are: P([O-])([O-])([O-])=O.[K+].[K+].[K+].[NH2:9][CH:10]([C:16]1[CH:21]=[CH:20][CH:19]=[CH:18][CH:17]=1)[CH2:11][C:12]([O:14]C)=[O:13]. (2) Given the product [O:28]1[CH2:29][CH2:30][CH:26]([NH:25][C:21]([C:17]2[N:18]([CH3:20])[N:19]=[C:15]([O:14][CH2:13][C:12]3[C:8]([C:5]4[CH:4]=[CH:3][C:2]([F:1])=[CH:7][CH:6]=4)=[N:9][O:10][C:11]=3[CH3:24])[CH:16]=2)=[O:23])[CH2:27]1, predict the reactants needed to synthesize it. The reactants are: [F:1][C:2]1[CH:7]=[CH:6][C:5]([C:8]2[C:12]([CH2:13][O:14][C:15]3[CH:16]=[C:17]([C:21]([OH:23])=O)[N:18]([CH3:20])[N:19]=3)=[C:11]([CH3:24])[O:10][N:9]=2)=[CH:4][CH:3]=1.[NH2:25][CH:26]1[CH2:30][CH2:29][O:28][CH2:27]1. (3) Given the product [CH:11]1([CH2:14][N:15]2[CH2:21][CH2:20][CH:19]3[CH2:22][N:23]([C:2]([C:3]4[CH:4]=[N:5][CH:6]=[CH:7][CH:8]=4)=[O:9])[CH2:24][CH2:25][N:18]3[C:17]3[N:26]=[CH:27][CH:28]=[CH:29][C:16]2=3)[CH2:12][CH2:13]1, predict the reactants needed to synthesize it. The reactants are: Cl.[C:2](Cl)(=[O:9])[C:3]1[CH:8]=[CH:7][CH:6]=[N:5][CH:4]=1.[CH:11]1([CH2:14][N:15]2[CH2:21][CH2:20][CH:19]3[CH2:22][NH:23][CH2:24][CH2:25][N:18]3[C:17]3[N:26]=[CH:27][CH:28]=[CH:29][C:16]2=3)[CH2:13][CH2:12]1.C(N(CC)CC)C. (4) The reactants are: C(O[C:4]1(O[Si](C)(C)C)[CH2:6][CH2:5]1)C.[C:12]([CH:17]=P(C1C=CC=CC=1)(C1C=CC=CC=1)C1C=CC=CC=1)([O:14][CH2:15][CH3:16])=[O:13].C(O)(=O)C1C=CC=CC=1. Given the product [C:4]1(=[CH:17][C:12]([O:14][CH2:15][CH3:16])=[O:13])[CH2:5][CH2:6]1, predict the reactants needed to synthesize it.